This data is from Forward reaction prediction with 1.9M reactions from USPTO patents (1976-2016). The task is: Predict the product of the given reaction. The product is: [CH2:34]([N:36]([C:45]1[CH:50]=[C:49]([O:51][CH3:52])[CH:48]=[CH:47][C:46]=1[CH:53]1[CH2:62][CH2:61][C:60]2[C:55](=[CH:56][CH:57]=[C:58]([O:63][CH3:64])[CH:59]=2)[CH2:54]1)[CH2:37][C:39]1[CH:40]=[N:41][CH:42]=[CH:43][CH:44]=1)[CH3:35]. Given the reactants C(NC1C=C(OC)C=CC=1C1CCC2C(=CC=C(OC)C=2)C1)C.Cl.C(Cl)(=O)C1C=CC=NC=1.[CH2:34]([N:36]([C:45]1[CH:50]=[C:49]([O:51][CH3:52])[CH:48]=[CH:47][C:46]=1[CH:53]1[CH2:62][CH2:61][C:60]2[C:55](=[CH:56][CH:57]=[C:58]([O:63][CH3:64])[CH:59]=2)[CH2:54]1)[C:37]([C:39]1[CH:40]=[N:41][CH:42]=[CH:43][CH:44]=1)=O)[CH3:35], predict the reaction product.